Dataset: Blood-brain barrier penetration binary classification data from Martins et al.. Task: Regression/Classification. Given a drug SMILES string, predict its absorption, distribution, metabolism, or excretion properties. Task type varies by dataset: regression for continuous measurements (e.g., permeability, clearance, half-life) or binary classification for categorical outcomes (e.g., BBB penetration, CYP inhibition). Dataset: bbb_martins. (1) The compound is O=c1c(Cc2c(O)oc3ccccc3c2=O)c(O)oc2ccccc12. The result is 0 (does not penetrate BBB). (2) The drug is CC(C)CC(N(C)C)C1(c2ccc(Cl)cc2)CCC1. The result is 1 (penetrates BBB). (3) The compound is NS(=O)(=O)c1cc2c(cc1C(F)(F)F)NCNS2(=O)=O. The result is 0 (does not penetrate BBB). (4) The molecule is CC1(C)CC(=O)N(CCCCN2CCN(c3ncccn3)CC2)C(=O)C1.[Cl-].[H+]. The result is 1 (penetrates BBB).